This data is from NCI-60 drug combinations with 297,098 pairs across 59 cell lines. The task is: Regression. Given two drug SMILES strings and cell line genomic features, predict the synergy score measuring deviation from expected non-interaction effect. Cell line: PC-3. Drug 2: CC1=C(C(CCC1)(C)C)C=CC(=CC=CC(=CC(=O)O)C)C. Synergy scores: CSS=56.5, Synergy_ZIP=17.8, Synergy_Bliss=17.3, Synergy_Loewe=-17.8, Synergy_HSA=18.6. Drug 1: CC1=C2C(C(=O)C3(C(CC4C(C3C(C(C2(C)C)(CC1OC(=O)C(C(C5=CC=CC=C5)NC(=O)OC(C)(C)C)O)O)OC(=O)C6=CC=CC=C6)(CO4)OC(=O)C)OC)C)OC.